From a dataset of Full USPTO retrosynthesis dataset with 1.9M reactions from patents (1976-2016). Predict the reactants needed to synthesize the given product. (1) Given the product [N:7]1[CH:9]=[CH:8][C:12]([N:22]2[CH2:27][CH2:26][CH:25]([CH2:28][NH:29][C:30](=[O:36])[O:31][C:32]([CH3:34])([CH3:33])[CH3:35])[CH2:24][CH2:23]2)=[CH:13][CH:14]=1, predict the reactants needed to synthesize it. The reactants are: C(=O)([O-])[O-].[K+].[K+].[NH:7]1[CH2:14][CH2:13][CH2:12][C@H:8]1[C:9](O)=O.BrC1C=CN=CC=1.[NH:22]1[CH2:27][CH2:26][CH:25]([CH2:28][NH:29][C:30](=[O:36])[O:31][C:32]([CH3:35])([CH3:34])[CH3:33])[CH2:24][CH2:23]1. (2) Given the product [F:20][C:21]1[CH:26]=[CH:25][C:24]([CH2:27][CH2:28][NH:29][C:17]([C:6]2[C:7]3[N:11]=[C:10]([C:12]4[S:13][CH:14]=[CH:15][CH:16]=4)[NH:9][C:8]=3[C:3]([O:2][CH3:1])=[CH:4][CH:5]=2)=[O:19])=[CH:23][CH:22]=1, predict the reactants needed to synthesize it. The reactants are: [CH3:1][O:2][C:3]1[C:8]2[NH:9][C:10]([C:12]3[S:13][CH:14]=[CH:15][CH:16]=3)=[N:11][C:7]=2[C:6]([C:17]([OH:19])=O)=[CH:5][CH:4]=1.[F:20][C:21]1[CH:26]=[CH:25][C:24]([CH2:27][CH2:28][NH2:29])=[CH:23][CH:22]=1. (3) The reactants are: [F:1][C:2]([F:33])([F:32])[C:3]1[C:8]2[NH:9][C:10]([C:12]3[CH2:16][C:15]4([CH2:21][CH2:20][CH2:19][CH2:18][CH2:17]4)[O:14][N:13]=3)=[N:11][C:7]=2[CH:6]=[C:5]([C:22]2[CH:27]=[CH:26][CH:25]=[CH:24][C:23]=2[C:28]([F:31])([F:30])[F:29])[CH:4]=1.CO.[ClH:36]. Given the product [ClH:36].[F:33][C:2]([F:1])([F:32])[C:3]1[C:8]2[NH:9][C:10]([C:12]3[CH2:16][C:15]4([CH2:17][CH2:18][CH2:19][CH2:20][CH2:21]4)[O:14][N:13]=3)=[N:11][C:7]=2[CH:6]=[C:5]([C:22]2[CH:27]=[CH:26][CH:25]=[CH:24][C:23]=2[C:28]([F:31])([F:30])[F:29])[CH:4]=1, predict the reactants needed to synthesize it. (4) Given the product [N:1]1([CH2:17][C:18]([N:20]2[CH2:21][CH2:22][N:23]([C:26]3[CH:31]=[CH:30][C:29]([Cl:32])=[CH:28][CH:27]=3)[CH2:24][CH2:25]2)=[O:19])[C:5]2[CH:6]=[CH:7][CH:8]=[CH:9][C:4]=2[N:3]=[CH:2]1, predict the reactants needed to synthesize it. The reactants are: [N:1]1[C:5]2[CH:6]=[CH:7][CH:8]=[CH:9][C:4]=2[NH:3][CH:2]=1.C(=O)([O-])[O-].[K+].[K+].Cl[CH2:17][C:18]([N:20]1[CH2:25][CH2:24][N:23]([C:26]2[CH:31]=[CH:30][C:29]([Cl:32])=[CH:28][CH:27]=2)[CH2:22][CH2:21]1)=[O:19]. (5) Given the product [CH3:11][O:12][C:13]1[CH:14]=[CH:15][C:16]([OH:21])=[C:17]([C:18]2[NH:1][N:2]=[C:3]([C:5]3[CH:10]=[N:9][CH:8]=[CH:7][N:6]=3)[N:4]=2)[CH:20]=1, predict the reactants needed to synthesize it. The reactants are: [NH2:1][NH:2][C:3]([C:5]1[CH:10]=[N:9][CH:8]=[CH:7][N:6]=1)=[NH:4].[CH3:11][O:12][C:13]1[CH:14]=[CH:15][C:16]([OH:21])=[C:17]([CH:20]=1)[CH:18]=O. (6) Given the product [Cl:13][C:5]1[C:4]2[CH:3]=[CH:2][O:1][C:9]=2[CH:8]=[CH:7][N:6]=1, predict the reactants needed to synthesize it. The reactants are: [O:1]1[C:9]2[CH:8]=[CH:7][NH:6][C:5](=O)[C:4]=2[CH:3]=[CH:2]1.P(Cl)(Cl)([Cl:13])=O. (7) Given the product [Br:1][C:5]1[C:6]2[C:11](=[CH:10][C:9]([C:12]3[CH:17]=[CH:16][C:15]([OH:18])=[CH:14][CH:13]=3)=[CH:8][CH:7]=2)[NH:3][CH:4]=1, predict the reactants needed to synthesize it. The reactants are: [Br:1]Br.[NH:3]1[C:11]2[C:6](=[CH:7][CH:8]=[C:9]([C:12]3[CH:17]=[CH:16][C:15]([OH:18])=[CH:14][CH:13]=3)[CH:10]=2)[CH:5]=[CH:4]1.O.S([O-])([O-])(=O)=S.[Na+].[Na+]. (8) The reactants are: C[O:2][C:3]1[C:12]2[O:11][CH2:10][CH2:9][O:8][C:7]=2[C:6]([O:13]C)=[CH:5][C:4]=1[C:15](=[O:25])[CH2:16][C:17]([C:19]1[CH:24]=[CH:23][CH:22]=[CH:21][CH:20]=1)=[O:18].B(Br)(Br)Br. Given the product [OH:2][C:3]1[C:12]2[O:11][CH2:10][CH2:9][O:8][C:7]=2[C:6]([OH:13])=[CH:5][C:4]=1[C:15](=[O:25])[CH2:16][C:17]([C:19]1[CH:24]=[CH:23][CH:22]=[CH:21][CH:20]=1)=[O:18], predict the reactants needed to synthesize it. (9) The reactants are: [OH:1][C:2]1[C:3]([CH3:16])=[C:4](/[CH:10]=[CH:11]/[C:12]([O:14][CH3:15])=[O:13])[CH:5]=[CH:6][C:7]=1[O:8][CH3:9].[F:17][C:18]([F:31])([F:30])[S:19](O[S:19]([C:18]([F:31])([F:30])[F:17])(=[O:21])=[O:20])(=[O:21])=[O:20]. Given the product [CH3:9][O:8][C:7]1[CH:6]=[CH:5][C:4](/[CH:10]=[CH:11]/[C:12]([O:14][CH3:15])=[O:13])=[C:3]([CH3:16])[C:2]=1[O:1][S:19]([C:18]([F:31])([F:30])[F:17])(=[O:21])=[O:20], predict the reactants needed to synthesize it.